This data is from Forward reaction prediction with 1.9M reactions from USPTO patents (1976-2016). The task is: Predict the product of the given reaction. (1) Given the reactants [F:1][C:2]([F:13])([F:12])[C:3]1[CH:4]=[C:5]([C:9](=O)[CH3:10])[CH:6]=[CH:7][CH:8]=1.[NH2:14][C:15]([NH2:17])=[S:16], predict the reaction product. The product is: [NH2:17][C:15]1[S:16][CH:10]=[C:9]([C:5]2[CH:6]=[CH:7][CH:8]=[C:3]([C:2]([F:13])([F:12])[F:1])[CH:4]=2)[N:14]=1. (2) Given the reactants C[O:2][C:3]([C:5]1[O:6][C:7]([CH2:10][CH3:11])=[CH:8][CH:9]=1)=O.[NH4+:12].[OH-], predict the reaction product. The product is: [CH2:10]([C:7]1[O:6][C:5]([C:3]([NH2:12])=[O:2])=[CH:9][CH:8]=1)[CH3:11].